Dataset: Forward reaction prediction with 1.9M reactions from USPTO patents (1976-2016). Task: Predict the product of the given reaction. (1) Given the reactants C([O:9][C:10]1[CH:15]=[CH:14][C:13]([Br:16])=[CH:12][CH:11]=1)(=O)C1C=CC=CC=1.[Cl-].[Cl-].[Cl-].[Al+3].Cl.CCO[C:25]([CH3:27])=[O:26], predict the reaction product. The product is: [Br:16][C:13]1[CH:14]=[CH:15][C:10]([OH:9])=[C:11]([C:25]([C:27]2[CH:14]=[CH:15][CH:10]=[CH:11][CH:12]=2)=[O:26])[CH:12]=1. (2) Given the reactants CC(C)=O.[OH:5][C:6]1[CH:7]=[C:8]([CH:27]=[CH:28][C:29]=1[O:30][CH3:31])/[CH:9]=[C:10]1\[CH2:11][O:12][C:13]2[C:18]([C:19]\1=[O:20])=[C:17]([O:21][CH3:22])[C:16]([O:23][CH3:24])=[C:15]([O:25][CH3:26])[CH:14]=2.Cl.Cl[CH2:34][CH2:35][N:36]1[CH2:40][CH2:39][CH2:38][CH2:37]1.C([O-])([O-])=O.[K+].[K+], predict the reaction product. The product is: [CH3:22][O:21][C:17]1[C:16]([O:23][CH3:24])=[C:15]([O:25][CH3:26])[CH:14]=[C:13]2[C:18]=1[C:19](=[O:20])/[C:10](=[CH:9]/[C:8]1[CH:27]=[CH:28][C:29]([O:30][CH3:31])=[C:6]([O:5][CH2:34][CH2:35][N:36]3[CH2:40][CH2:39][CH2:38][CH2:37]3)[CH:7]=1)/[CH2:11][O:12]2. (3) Given the reactants Br[C:2]1[CH:3]=[C:4]([C:12]2[N:13]=[C:14]([CH2:17][CH2:18][C:19]([O:21][CH3:22])=[O:20])[O:15][CH:16]=2)[CH:5]=[C:6]([C:8]([F:11])([F:10])[F:9])[CH:7]=1.[CH3:23][N:24](C=O)C, predict the reaction product. The product is: [C:23]([C:2]1[CH:3]=[C:4]([C:12]2[N:13]=[C:14]([CH2:17][CH2:18][C:19]([O:21][CH3:22])=[O:20])[O:15][CH:16]=2)[CH:5]=[C:6]([C:8]([F:11])([F:10])[F:9])[CH:7]=1)#[N:24]. (4) The product is: [Cl:1][C:2]1[CH:7]=[CH:6][C:5]([C:8]2[CH:13]=[C:12]([C:14]([F:16])([F:17])[F:15])[N:11]3[N:18]=[CH:19][C:20]([C:21]4[O:22][N:32]=[C:30]([C:29]5[CH:34]=[CH:35][C:26]([NH2:25])=[N:27][CH:28]=5)[N:31]=4)=[C:10]3[N:9]=2)=[CH:4][C:3]=1[CH3:24]. Given the reactants [Cl:1][C:2]1[CH:7]=[CH:6][C:5]([C:8]2[CH:13]=[C:12]([C:14]([F:17])([F:16])[F:15])[N:11]3[N:18]=[CH:19][C:20]([C:21](O)=[O:22])=[C:10]3[N:9]=2)=[CH:4][C:3]=1[CH3:24].[NH2:25][C:26]1[CH:35]=[CH:34][C:29]([C:30]([NH:32]O)=[NH:31])=[CH:28][N:27]=1, predict the reaction product. (5) Given the reactants [CH3:1][O:2][N:3]([CH3:17])[C:4]1[CH:14]=[C:13]([NH:15][CH3:16])[C:7]([C:8](OCC)=[O:9])=[CH:6][N:5]=1.[H-].[H-].[H-].[H-].[Li+].[Al+3], predict the reaction product. The product is: [CH3:1][O:2][N:3]([CH3:17])[C:4]1[N:5]=[CH:6][C:7]([CH2:8][OH:9])=[C:13]([NH:15][CH3:16])[CH:14]=1.